From a dataset of Human Reference Interactome with 51,813 positive PPI pairs across 8,248 proteins, plus equal number of experimentally-validated negative pairs. Binary Classification. Given two protein amino acid sequences, predict whether they physically interact or not. (1) Result: 0 (the proteins do not interact). Protein 1 (ENSG00000278057) has sequence MVLKAEHTRSPSATLPSNVPSCRSLSSSEDGPSGPSSLADGGLAHNLQDSVRHRILYLSEQLRVEKASRDGNTVSYLKLVSKADRHQVPHIQQAFEKVNQRASATIAQIEHRLHQCHQQLQELEEGCRPEGLLLMAESDPANCEPPSEKALLSEPPEPGGEDGPVNLPHASRPFILESRFQSLQQGTCLETEDVAQQQNLLLQKVKAELEEAKRFHISLQESYHSLKERSLTDLQLLLESLQEEKCRQALMEEQVNGRLQGQLNEIYNLKHNLACSEERMAYLSYERAKEIWEITETFKS.... Protein 2 (ENSG00000141424) has sequence MARKLSVILILTFALSVTNPLHELKAAAFPQTTEKISPNWESGINVDLAISTRQYHLQQLFYRYGENNSLSVEGFRKLLQNIGIDKIKRIHIHHDHDHHSDHEHHSDHERHSDHEHHSEHEHHSDHDHHSHHNHAASGKNKRKALCPDHDSDSSGKDPRNSQGKGAHRPEHASGRRNVKDSVSASEVTSTVYNTVSEGTHFLETIETPRPGKLFPKDVSSSTPPSVTSKSRVSRLAGRKTNESVSEPRKGFMYSRNTNENPQECFNASKLLTSHGMGIQVPLNATEFNYLCPAIINQIDA.... (2) Protein 1 (ENSG00000168005) has sequence MALKAEGAALDCFEVTLKCEEGEDEEEAMVVAVIPRPEPMLRVTQQEKTPPPRPSPLEAGSDGCEEPKQQVSWEQEFLVGSSPGGSGRALCMVCGAEIRAPSADTARSHILEQHPHTLDLSPSEKSNILEAWSEGVALLQDVRAEQPSPPNSDSGQDAHPDPDANPDAARMPAEIVVLLDSEDNPSLPKRSRPRGLRPLELPAVPATEPGNKKPRGQRWKEPPGEEPVRKKRGRPMTKNLDPDPEPPSPDSPTETFAAPAEVRHFTDGSFPAGFVLQLFSHTQLRGPDSKDSPKDREVAE.... Protein 2 (ENSG00000129965) has sequence MALWMRLLPLLALLALWGPDPAAAFVNQHLCGSHLVEALYLVCGERGFFYTPKTRREAEDLQASALSLSSSTSTWPEGLDATARAPPALVVTANIGQAGGSSSRQFRQRALGTSDSPVLFIHCPGAAGTAQGLEYRGRRVTTELVWEEVDSSPQPQGSESLPAQPPAQPAPQPEPQQAREPSPEVSCCGLWPRRPQRSQN*. Result: 0 (the proteins do not interact). (3) Protein 1 (ENSG00000149925) has sequence MPYQYPALTPEQKKELSDIAHRIVAPGKGILAADESTGSIAKRLQSIGTENTEENRRFYRQLLLTADDRVNPCIGGVILFHETLYQKADDGRPFPQVIKSKGGVVGIKVDKGVVPLAGTNGETTTQGLDGLSERCAQYKKDGADFAKWRCVLKIGEHTPSALAIMENANVLARYASICQQNGIVPIVEPEILPDGDHDLKRCQYVTEKVLAAVYKALSDHHIYLEGTLLKPNMVTPGHACTQKFSHEEIAMATVTALRRTVPPAVTGITFLSGGQSEEEASINLNAINKCPLLKPWALTF.... Protein 2 (ENSG00000151176) has sequence MVGQMYCYPGSHLARALTRALALALVLALLVGPFLSGLAGAIPAPGGRWARDGQVPPASRSRSVLLDVSAGQLLMVDGRHPDAVAWANLTNAIRETGWAFLELGTSGQYNDSLQAYAAGVVEAAVSEELIYMHWMNTVVNYCGPFEYEVGYCERLKSFLEANLEWMQEEMESNPDSPYWHQVRLTLLQLKGLEDSYEGRVSFPAGKFTIKPLGFLLLQLSGDLEDLELALNKTKIKPSLGSGSCSALIKLLPGQSDLLVAHNTWNNYQHMLRVIKKYWLQFREGPWGDYPLVPGNKLVFS.... Result: 0 (the proteins do not interact). (4) Protein 1 (ENSG00000096070) has sequence MRKPRRKSRQNAEGRRSPSPYSLKCSPTRETLTYAQAQRIVEVDIDGRLHRISIYDPLKIITEDELTAQDITECNSNKENSEQPQFPGKSKKPSSKGKKKESCSKHASGTSFHLPQPSFRMVDSGIQPEAPPLPAAYYRYIEKPPEDLDAEVEYDMDEEDLAWLDMVNEKRRVDGHSLVSADTFELLVDRLEKESYLESRSSGAQQSLIDEDAFCCVCLDDECHNSNVILFCDICNLAVHQECYGVPYIPEGQWLCRCCLQSPSRPVDCILCPNKGGAFKQTSDGHWAHVVCAIWIPEVC.... Protein 2 (ENSG00000180884) has sequence MAAAALRDPAQGCVTFEDVTIYFSQEEWVLLDEAQRLLYCDVMLENFALIASLGLISFRSHIVSQLEMGKEPWVPDSVDMTSAMARGAYGRPGSDFCHGTEGKDLPSEHNVSVEGVAQDRSPEATLCPQKTCPCDICGLRLKDILHLAEHQTTHPRQKPFVCEAYVKGSEFSANLPRKQVQQNVHNPIRTEEGQASPVKTCRDHTSDQLSTCREGGKDFVATAGFLQCEVTPSDGEPHEATEGVVDFHIALRHNKCCESGDAFNNKSTLVQHQRIHSRERPYECSKCGIFFTYAADLTQH.... Result: 0 (the proteins do not interact). (5) Protein 1 (ENSG00000102010) has sequence MDTKSILEELLLKRSQQKKKMSPNNYKERLFVLTKTNLSYYEYDKMKRGSRKGSIEIKKIRCVEKVNLEEQTPVERQYPFQIVYKDGLLYVYASNEESRSQWLKALQKEIRGNPHLLVKYHSGFFVDGKFLCCQQSCKAAPGCTLWEAYANLHTAVNEEKHRVPTFPDRVLKIPRAVPVLKMDAPSSSTTLAQYDNESKKNYGSQPPSSSTSLAQYDSNSKKIYGSQPNFNMQYIPREDFPDWWQVRKLKSSSSSEDVASSNQKERNVNHTTSKISWEFPESSSSEEEENLDDYDWFAGN.... Protein 2 (ENSG00000171791) has sequence MAHAGRTGYDNREIVMKYIHYKLSQRGYEWDAGDVGAAPPGAAPAPGIFSSQPGHTPHPAASRDPVARTSPLQTPAAPGAAAGPALSPVPPVVHLTLRQAGDDFSRRYRRDFAEMSSQLHLTPFTARGRFATVVEELFRDGVNWGRIVAFFEFGGVMCVESVNREMSPLVDNIALWMTEYLNRHLHTWIQDNGGWDAFVELYGPSMRPLFDFSWLSLKTLLSLALVGACITLGAYLGHK*MAHAGRTGYDNREIVMKYIHYKLSQRGYEWDAGDVGAAPPGAAPAPGIFSSQPGHTPHPA.... Result: 0 (the proteins do not interact). (6) Protein 1 (ENSG00000171223) has sequence MCTKMEQPFYHDDSYTATGYGRAPGGLSLHDYKLLKPSLAVNLADPYRSLKAPGARGPGPEGGGGGSYFSGQGSDTGASLKLASSELERLIVPNSNGVITTTPTPPGQYFYPRGGGSGGGAGGAGGGVTEEQEGFADGFVKALDDLHKMNHVTPPNVSLGATGGPPAGPGGVYAGPEPPPVYTNLSSYSPASASSGGAGAAVGTGSSYPTTTISYLPHAPPFAGGHPAQLGLGRGASTFKEEPQTVPEARSRDATPPVSPINMEDQERIKVERKRLRNRLAATKCRKRKLERIARLEDKV.... Protein 2 (ENSG00000128573) has sequence MMQESATETISNSSMNQNGMSTLSSQLDAGSRDGRSSGDTSSEVSTVELLHLQQQQALQAARQLLLQQQTSGLKSPKSSDKQRPLQVPVSVAMMTPQVITPQQMQQILQQQVLSPQQLQALLQQQQAVMLQQQQLQEFYKKQQEQLHLQLLQQQQQQQQQQQQQQQQQQQQQQQQQQQQQQQQQQQQQQQQHPGKQAKEQQQQQQQQQQLAAQQLVFQQQLLQMQQLQQQQHLLSLQRQGLISIPPGQAALPVQSLPQAGLSPAEIQQLWKEVTGVHSMEDNGIKHGGLDLTTNNSSSTT.... Result: 0 (the proteins do not interact). (7) Protein 1 (ENSG00000127947) has sequence MEQVEILRKFIQRVQAMKSPDHNGEDNFARDFMRLRRLSTKYRTEKIYPTATGEKEENVKKNRYKDILPFDHSRVKLTLKTPSQDSDYINANFIKGVYGPKAYVATQGPLANTVIDFWRMIWEYNVVIIVMACREFEMGRKKCERYWPLYGEDPITFAPFKISCEDEQARTDYFIRTLLLEFQNESRRLYQFHYVNWPDHDVPSSFDSILDMISLMRKYQEHEDVPICIHCSAGCGRTGAICAIDYTWNLLKAGKIPEEFNVFNLIQEMRTQRHSAVQTKEQYELVHRAIAQLFEKQLQL.... Protein 2 (ENSG00000142252) has sequence MQTPVNIPVPVLRLPRGPDGFSRGFAPDGRRAPLRPEVPEIQECPIAQESLESQEQRARAALRERYLRSLLAMVGHQVSFTLHEGVRVAAHFGATDLDVANFYVSQLQTPIGVQAEALLRCSDIISYTFKP*. Result: 0 (the proteins do not interact). (8) Protein 1 (ENSG00000173436) has sequence MSESELGRKWDRCLADAVVKIGTGFGLGIVFSLTFFKRRMWPLAFGSGMGLGMAYSNCQHDFQAPYLLHGKYVKEQEQ*MSESELGRKWDRCLADAVVKIGRMWPLAFGSGMGLGMAYSNCQHDFQAPYLLHGKYVKEQEQ*MWPLAFGSGMGLGMAYSNCQHDFQAPYLLHGKYVKEQEQ*. Protein 2 (ENSG00000267467) has sequence MSLLRNRLQALPALCLCVLVLACIGACQPEAQEGTLSPPPKLKMSRWSLVRGRMKELLETVVNRTRDGWQWFWSPSTFRGFMQTYYDDHLRDLGPLTKAWFLESKDSLLKKTHSLCPRLVCGDKDQG*MSLLRNRLQALPALCLCVLVLACIGACQPEAQEGTLSPPPKLKMSRWSLVRGRMKELLETVVNRTRDGWQWFW*. Result: 1 (the proteins interact). (9) Protein 1 (ENSG00000091640) has sequence MADLLGSILSSMEKPPSLGDQETRRKAREQAARLKKLQEQEKQQKVEFRKRMEKEVSDFIQDSGQIKKKFQPMNKIERSILHDVVEVAGLTSFSFGEDDDCRYVMIFKKEFAPSDEELDSYRRGEEWDPQKAEEKRKLKELAQRQEEEAAQQGPVVVSPASDYKDKYSHLIGKGAAKDAAHMLQANKTYGCVPVANKRDTRSIEEAMNEIRAKKRLRQSGEELPPTS*MEKEVSDFIQDSGQIKKKFQPMNKIERSILHDVVEVAGLTSFSFGEDDDCRYVMIFKKEFAPSDEELDSYRR.... Result: 0 (the proteins do not interact). Protein 2 (ENSG00000178860) has sequence MSTGSVSDPEEMELRGLQREYPVPASKRPPLRGVERSYASPSDNSSAEEEDPDGEEERCALGTAGSAEGCKRKRPRVAGGGGAGGSAGGGGKKPLPAKGSAAECKQSQRNAANARERARMRVLSKAFSRLKTSLPWVPPDTKLSKLDTLRLASSYIAHLRQLLQEDRYENGYVHPVNLTWPFVVSGRPDSDTKEVSAANRLCGTTA*. (10) Protein 1 (ENSG00000143450) has sequence MTVPWRPGKRRITYKEEEDLTLQPRSCLQCSESLVGLQEGKSTEQGNHDQLKELYSAGNLTVLATDPLLHQDPVQLDFHFRLTSQTSAHWHGLLCDRRLFLDIPYQALDQGNRESLTATLEYVEEKTNVDSVFVNFQNDRNDRGALLRAFSYMGFEVVRPDHPALPPLDNVIFMVYPLERDVGHLPSEPP*LPCKRCRPSVYSLSYIKRGKTRNYLYPIWSPYAYYLYCYKYRITLREKMLPRCYKSITYKEEEDLTLQPRSCLQCSESLVGLQEGKSTEQGNHDQLKELYSAGNLTVLA.... Protein 2 (ENSG00000144031) has sequence MASAGSTARRAGSGSWHSERGEGRGARPQPTPSGSMQQANKVSLKATWTDAESKQPSQPLPDLADHLSAQATALARPRRPASLTPPRADPSPSKESDQTAIDQTAIGSYYQLFAAAVGNVEWLRFCLNQSLREIPTDDKGFTAIHFAAQWGKLACLQVLVEEYKFPVDLLTNNSQTPLHLVIHRDNTTVALPCIYYLLEKGADLNAQTCNGSTPLHLAARDGLLDCVKVLVQSGANVHAQDAMGYKPIDFCKIWNHRACARFLKDAMWKKDKKDFAREMTKMKMFKSQLTLMEHNYLIEY.... Result: 0 (the proteins do not interact).